Dataset: Full USPTO retrosynthesis dataset with 1.9M reactions from patents (1976-2016). Task: Predict the reactants needed to synthesize the given product. The reactants are: [CH:1]1([N:7]=[C:8]=[O:9])[CH2:6][CH2:5][CH2:4][CH2:3][CH2:2]1.[NH2:10][C:11]1[C:20]2[N:21]=[C:22]([CH2:29][CH2:30][CH2:31][CH3:32])[N:23]([CH2:24][CH2:25][CH2:26][CH2:27][NH2:28])[C:19]=2[C:18]2[N:17]=[CH:16][CH:15]=[CH:14][C:13]=2[N:12]=1. Given the product [NH2:10][C:11]1[C:20]2[N:21]=[C:22]([CH2:29][CH2:30][CH2:31][CH3:32])[N:23]([CH2:24][CH2:25][CH2:26][CH2:27][NH:28][C:8]([NH:7][CH:1]3[CH2:6][CH2:5][CH2:4][CH2:3][CH2:2]3)=[O:9])[C:19]=2[C:18]2[N:17]=[CH:16][CH:15]=[CH:14][C:13]=2[N:12]=1, predict the reactants needed to synthesize it.